This data is from Full USPTO retrosynthesis dataset with 1.9M reactions from patents (1976-2016). The task is: Predict the reactants needed to synthesize the given product. (1) The reactants are: [OH:1][NH:2]/[C:3](=[N:14]\[H])/[C:4]1[CH:9]=[CH:8][CH:7]=[C:6]([C:10]([F:13])([F:12])[F:11])[CH:5]=1.[O:16]=[C:17]1[C:22]([C:29]2[CH:34]=[CH:33][CH:32]=[CH:31][CH:30]=2)([C:23]2[CH:28]=[CH:27][CH:26]=[CH:25][CH:24]=2)[CH2:21][CH2:20][CH2:19][N:18]1[CH2:35][C:36](O)=O.Cl.C(N=C=NCCCN(C)C)C. Given the product [C:29]1([C:22]2([C:23]3[CH:24]=[CH:25][CH:26]=[CH:27][CH:28]=3)[CH2:21][CH2:20][CH2:19][N:18]([CH2:35][C:36]3[O:1][N:2]=[C:3]([C:4]4[CH:9]=[CH:8][CH:7]=[C:6]([C:10]([F:13])([F:12])[F:11])[CH:5]=4)[N:14]=3)[C:17]2=[O:16])[CH:34]=[CH:33][CH:32]=[CH:31][CH:30]=1, predict the reactants needed to synthesize it. (2) Given the product [F:1][C:2]1[CH:3]=[C:4]([CH:35]=[C:36]([N:38]2[CH2:39][CH2:40][O:41][CH2:42][CH2:43]2)[CH:37]=1)[C:5]([NH:7][CH2:8][C:9]1[CH:14]=[CH:13][CH:12]=[CH:11][C:10]=1[SH:15])=[O:6], predict the reactants needed to synthesize it. The reactants are: [F:1][C:2]1[CH:3]=[C:4]([CH:35]=[C:36]([N:38]2[CH2:43][CH2:42][O:41][CH2:40][CH2:39]2)[CH:37]=1)[C:5]([NH:7][CH2:8][C:9]1[CH:14]=[CH:13][CH:12]=[CH:11][C:10]=1[S:15]C(C1C=CC=CC=1)(C1C=CC=CC=1)C1C=CC=CC=1)=[O:6]. (3) Given the product [CH2:15]([C@H:12]1[CH2:11][CH2:10][C@H:9]([O:8][C:5]2[CH:4]=[CH:3][C:2]([C:25]3[CH2:30][CH2:29][N:28]([C:31]([O:33][C:34]([CH3:35])([CH3:36])[CH3:37])=[O:32])[CH2:27][CH:26]=3)=[CH:7][CH:6]=2)[CH2:14][CH2:13]1)[CH3:16], predict the reactants needed to synthesize it. The reactants are: Br[C:2]1[CH:7]=[CH:6][C:5]([O:8][C@H:9]2[CH2:14][CH2:13][C@H:12]([CH2:15][CH3:16])[CH2:11][CH2:10]2)=[CH:4][CH:3]=1.CC1(C)C(C)(C)OB([C:25]2[CH2:30][CH2:29][N:28]([C:31]([O:33][C:34]([CH3:37])([CH3:36])[CH3:35])=[O:32])[CH2:27][CH:26]=2)O1.C([O-])([O-])=O.[Cs+].[Cs+]. (4) Given the product [CH3:15][O:1][C:2]1[C:9]([N+:10]([O-:12])=[O:11])=[CH:8][CH:7]=[CH:6][C:3]=1[C:4]#[N:5], predict the reactants needed to synthesize it. The reactants are: [OH:1][C:2]1[C:9]([N+:10]([O-:12])=[O:11])=[CH:8][CH:7]=[CH:6][C:3]=1[C:4]#[N:5].IC.[C:15](=O)([O-])[O-].[K+].[K+].[Li+].[Cl-].